Dataset: Catalyst prediction with 721,799 reactions and 888 catalyst types from USPTO. Task: Predict which catalyst facilitates the given reaction. (1) Product: [Cl:1][C:2]1[CH:3]=[C:4]([CH:17]=[CH:18][CH:19]=1)[CH2:5][O:6][C:7]1[CH:15]=[CH:14][C:10]([C:11]([Cl:23])=[O:12])=[CH:9][C:8]=1[Cl:16]. The catalyst class is: 118. Reactant: [Cl:1][C:2]1[CH:3]=[C:4]([CH:17]=[CH:18][CH:19]=1)[CH2:5][O:6][C:7]1[CH:15]=[CH:14][C:10]([C:11](O)=[O:12])=[CH:9][C:8]=1[Cl:16].C(Cl)(=O)C([Cl:23])=O. (2) Reactant: [C:1](=O)([O-])[O-].[K+].[K+].CI.[Cl:9][C:10]1[CH:44]=[CH:43][CH:42]=[CH:41][C:11]=1[CH2:12][N:13]1[C:21]2[C:20](=[O:22])[N:19]([CH3:23])[C:18]([OH:24])=[N:17][C:16]=2[C:15]([C:25]#[N:26])=[C:14]1[N:27]1[CH2:32][CH2:31][CH2:30][C@@H:29]([NH:33][C:34](=[O:40])[O:35][C:36]([CH3:39])([CH3:38])[CH3:37])[CH2:28]1.O. Product: [Cl:9][C:10]1[CH:44]=[CH:43][CH:42]=[CH:41][C:11]=1[CH2:12][N:13]1[C:21]2[C:20](=[O:22])[N:19]([CH3:23])[C:18](=[O:24])[N:17]([CH3:1])[C:16]=2[C:15]([C:25]#[N:26])=[C:14]1[N:27]1[CH2:32][CH2:31][CH2:30][C@@H:29]([NH:33][C:34](=[O:40])[O:35][C:36]([CH3:38])([CH3:39])[CH3:37])[CH2:28]1. The catalyst class is: 9. (3) Reactant: Br[C:2]1[CH:3]=[C:4]([C:8]2[N:16]3[C:11]([CH:12]=[N:13][C:14]([NH:17][C:18]4[CH:23]=[C:22]([O:24][CH3:25])[C:21]([O:26][CH3:27])=[C:20]([O:28][CH3:29])[CH:19]=4)=[N:15]3)=[C:10]([CH3:30])[N:9]=2)[CH:5]=[CH:6][CH:7]=1.[C:31]([NH2:35])(=[O:34])[CH:32]=[CH2:33].C1(C)C=CC=CC=1P(C1C=CC=CC=1C)C1C=CC=CC=1C.C(N(CC)CC)C. Product: [CH3:30][C:10]1[N:9]=[C:8]([C:4]2[CH:3]=[C:2](/[CH:33]=[CH:32]/[C:31]([NH2:35])=[O:34])[CH:7]=[CH:6][CH:5]=2)[N:16]2[C:11]=1[CH:12]=[N:13][C:14]([NH:17][C:18]1[CH:23]=[C:22]([O:24][CH3:25])[C:21]([O:26][CH3:27])=[C:20]([O:28][CH3:29])[CH:19]=1)=[N:15]2. The catalyst class is: 524. (4) Reactant: [NH:1]1[CH2:6][CH2:5][CH:4]([CH2:7][NH:8][C:9](=[O:18])[O:10][CH2:11][C:12]2[CH:17]=[CH:16][CH:15]=[CH:14][CH:13]=2)[CH2:3][CH2:2]1.[O:19]1[C:21]2([CH2:26][CH2:25][O:24][CH2:23][CH2:22]2)[CH2:20]1. Product: [OH:19][C:21]1([CH2:20][N:1]2[CH2:6][CH2:5][CH:4]([CH2:7][NH:8][C:9](=[O:18])[O:10][CH2:11][C:12]3[CH:17]=[CH:16][CH:15]=[CH:14][CH:13]=3)[CH2:3][CH2:2]2)[CH2:26][CH2:25][O:24][CH2:23][CH2:22]1. The catalyst class is: 5. (5) Reactant: [NH:1]1[CH2:6][CH2:5][NH:4][CH2:3][CH2:2]1.Cl[C:8]1[C:13]([Cl:14])=[CH:12][CH:11]=[CH:10][N:9]=1.C(=O)([O-])O.[Na+]. The catalyst class is: 16. Product: [Cl:14][C:13]1[C:8]([N:1]2[CH2:6][CH2:5][NH:4][CH2:3][CH2:2]2)=[N:9][CH:10]=[CH:11][CH:12]=1.